The task is: Predict the reaction yield, written as a fraction of the theoretical maximum amount of product (1.0 means a 100% yield; for example, 0.34 means a 34% yield).. This data is from Reaction yield outcomes from USPTO patents with 853,638 reactions. (1) The reactants are [Cl:1][C:2]1[CH:7]=[CH:6][C:5]([C:8]2[O:9][C:10]3[CH:16]=[CH:15][C:14]([NH:17][C:18](=O)[CH:19]([CH3:21])[CH3:20])=[CH:13][C:11]=3[N:12]=2)=[CH:4][CH:3]=1.COC1C=CC(P2(SP(C3C=CC(OC)=CC=3)(=S)S2)=[S:32])=CC=1. The catalyst is C1(C)C=CC=CC=1.O. The product is [Cl:1][C:2]1[CH:7]=[CH:6][C:5]([C:8]2[O:9][C:10]3[CH:16]=[CH:15][C:14]([NH:17][C:18](=[S:32])[CH:19]([CH3:21])[CH3:20])=[CH:13][C:11]=3[N:12]=2)=[CH:4][CH:3]=1. The yield is 0.260. (2) The reactants are [C:1]1([CH2:7][CH2:8][NH:9][CH:10]=O)[CH:6]=[CH:5][CH:4]=[CH:3][CH:2]=1.C(N(CC)CC)C.ClC(Cl)(OC(=O)OC(Cl)(Cl)Cl)Cl.[Se].C(N=C=[Se:41])C1C=CC=CC=1. The catalyst is C(Cl)Cl. The product is [C:1]1([CH2:7][CH2:8][N:9]=[C:10]=[Se:41])[CH:6]=[CH:5][CH:4]=[CH:3][CH:2]=1. The yield is 0.950. (3) The reactants are [NH2:1][C:2]1[N:7]=[C:6]([C:8]([NH:10][CH:11]([C:13]2[CH:14]=[N:15][C:16]([O:19][CH2:20][C:21]([F:24])([F:23])[F:22])=[CH:17][CH:18]=2)[CH3:12])=[O:9])[CH:5]=[CH:4][CH:3]=1.[C:25](Cl)(=[O:28])[CH2:26][CH3:27]. No catalyst specified. The product is [C:25]([NH:1][C:2]1[N:7]=[C:6]([C:8]([NH:10][CH:11]([C:13]2[CH:14]=[N:15][C:16]([O:19][CH2:20][C:21]([F:23])([F:24])[F:22])=[CH:17][CH:18]=2)[CH3:12])=[O:9])[CH:5]=[CH:4][CH:3]=1)(=[O:28])[CH2:26][CH3:27]. The yield is 0.180. (4) The reactants are [CH3:1]C(C)([O-])C.[K+].O=[C:8]1[CH2:11][N:10]([C:12]([O:14][C:15]([CH3:18])([CH3:17])[CH3:16])=[O:13])[CH2:9]1. The catalyst is [Br-].C[P+](C1C=CC=CC=1)(C1C=CC=CC=1)C1C=CC=CC=1.O1CCCC1. The product is [CH2:1]=[C:8]1[CH2:11][N:10]([C:12]([O:14][C:15]([CH3:18])([CH3:17])[CH3:16])=[O:13])[CH2:9]1. The yield is 0.800. (5) The reactants are [C:1]([C:3]1[C:4]([CH:19]([C:23]2[CH:28]=[CH:27][C:26]([Cl:29])=[C:25]([Cl:30])[CH:24]=2)[CH2:20][CH:21]=[CH2:22])=[C:5]([C:14]([O:16]CC)=[O:15])[S:6][C:7]=1[N:8]1[CH2:13][CH2:12][O:11][CH2:10][CH2:9]1)#[N:2].[OH-].[Na+]. The catalyst is O1CCCC1.O.CO. The product is [C:1]([C:3]1[C:4]([CH:19]([C:23]2[CH:28]=[CH:27][C:26]([Cl:29])=[C:25]([Cl:30])[CH:24]=2)[CH2:20][CH:21]=[CH2:22])=[C:5]([C:14]([OH:16])=[O:15])[S:6][C:7]=1[N:8]1[CH2:9][CH2:10][O:11][CH2:12][CH2:13]1)#[N:2]. The yield is 0.318. (6) The reactants are [NH2:1][C:2]1[CH:3]=[CH:4][C:5]([NH:8][C:9]([N:11]2[CH2:15][CH2:14][CH2:13][CH2:12]2)=[O:10])=[N:6][CH:7]=1.C(N(CC)CC)C.[Cl:23][C:24]1[C:29]([C:30](Cl)=[O:31])=[C:28]([F:33])[C:27]([NH:34][S:35]([CH2:38][CH2:39][CH3:40])(=[O:37])=[O:36])=[CH:26][CH:25]=1. The catalyst is O1CCCC1.C(OCC)(=O)C. The product is [Cl:23][C:24]1[C:29]([C:30]([NH:1][C:2]2[CH:3]=[CH:4][C:5]([NH:8][C:9]([N:11]3[CH2:15][CH2:14][CH2:13][CH2:12]3)=[O:10])=[N:6][CH:7]=2)=[O:31])=[C:28]([F:33])[C:27]([NH:34][S:35]([CH2:38][CH2:39][CH3:40])(=[O:37])=[O:36])=[CH:26][CH:25]=1. The yield is 0.0300. (7) The reactants are Br[C:2]1[C:11]([CH3:12])=[CH:10][C:5]2[C:6]([CH3:9])=[N:7][O:8][C:4]=2[CH:3]=1.[NH2:13][C:14]1[CH:19]=[N:18][C:17](B2OC(C)(C)C(C)(C)O2)=[CH:16][N:15]=1.[O-]P([O-])([O-])=O.[K+].[K+].[K+].CC(=O)OCC. The catalyst is C(#N)C.O1CCOCC1.O. The product is [CH3:9][C:6]1[C:5]2[CH:10]=[C:11]([CH3:12])[C:2]([C:17]3[N:18]=[CH:19][C:14]([NH2:13])=[N:15][CH:16]=3)=[CH:3][C:4]=2[O:8][N:7]=1. The yield is 0.261. (8) The reactants are Br[C:2]1[CH:3]=[C:4]([CH3:9])[CH:5]=[C:6]([CH3:8])[CH:7]=1.[CH2:10]([NH2:16])[CH2:11][CH2:12][CH2:13][CH2:14][CH3:15]. No catalyst specified. The product is [CH2:10]([NH:16][C:2]1[CH:3]=[C:4]([CH3:9])[CH:5]=[C:6]([CH3:8])[CH:7]=1)[CH2:11][CH2:12][CH2:13][CH2:14][CH3:15]. The yield is 0.910.